This data is from Full USPTO retrosynthesis dataset with 1.9M reactions from patents (1976-2016). The task is: Predict the reactants needed to synthesize the given product. (1) Given the product [N:1]1[CH:6]=[CH:5][CH:4]=[CH:3][C:2]=1/[CH:7]=[CH:8]/[C:9]1[C:17]2[C:12](=[CH:13][C:14](/[CH:18]=[C:28]3/[C:27](=[O:35])[NH:26][C:34]4[C:29]/3=[CH:30][CH:31]=[CH:32][CH:33]=4)=[CH:15][CH:16]=2)[N:11]([CH:20]2[CH2:25][CH2:24][CH2:23][CH2:22][O:21]2)[N:10]=1, predict the reactants needed to synthesize it. The reactants are: [N:1]1[CH:6]=[CH:5][CH:4]=[CH:3][C:2]=1/[CH:7]=[CH:8]/[C:9]1[C:17]2[C:12](=[CH:13][C:14]([CH:18]=O)=[CH:15][CH:16]=2)[N:11]([CH:20]2[CH2:25][CH2:24][CH2:23][CH2:22][O:21]2)[N:10]=1.[NH:26]1[C:34]2[C:29](=[CH:30][CH:31]=[CH:32][CH:33]=2)[CH2:28][C:27]1=[O:35].N1CCCCC1. (2) Given the product [CH:27]([NH:30][C:4]([C:6]1[N:7]=[N:8][C:9]([O:12][CH2:13][C:14]2[C:15]([C:20]3[CH:25]=[CH:24][CH:23]=[C:22]([F:26])[CH:21]=3)=[N:16][O:17][C:18]=2[CH3:19])=[CH:10][CH:11]=1)=[O:3])([CH3:29])[CH3:28], predict the reactants needed to synthesize it. The reactants are: C([O:3][C:4]([C:6]1[N:7]=[N:8][C:9]([O:12][CH2:13][C:14]2[C:15]([C:20]3[CH:25]=[CH:24][CH:23]=[C:22]([F:26])[CH:21]=3)=[N:16][O:17][C:18]=2[CH3:19])=[CH:10][CH:11]=1)=O)C.[CH:27]([NH2:30])([CH3:29])[CH3:28]. (3) Given the product [CH2:14]([O:16][C:17]([C:19]1[N:20]([C:29]2[CH:34]=[CH:33][C:32]([CH3:35])=[C:31]([N+:36]([O-:38])=[O:37])[CH:30]=2)[C:21]2[C:26]([CH:27]=1)=[CH:25][C:24]([O:28][C:44]1[CH:43]=[CH:42][CH:41]=[C:40]([Cl:39])[CH:45]=1)=[CH:23][CH:22]=2)=[O:18])[CH3:15], predict the reactants needed to synthesize it. The reactants are: CCN(CC)CC.N1C=CC=CC=1.[CH2:14]([O:16][C:17]([C:19]1[N:20]([C:29]2[CH:34]=[CH:33][C:32]([CH3:35])=[C:31]([N+:36]([O-:38])=[O:37])[CH:30]=2)[C:21]2[C:26]([CH:27]=1)=[CH:25][C:24]([OH:28])=[CH:23][CH:22]=2)=[O:18])[CH3:15].[Cl:39][C:40]1[CH:41]=[C:42](B(O)O)[CH:43]=[CH:44][CH:45]=1. (4) Given the product [C:24]([O:23][C:21]([CH:18]1[CH2:19][CH2:20][N:15]([C:11]2[C:10]([F:14])=[CH:9][C:3]([C:4]([O:6][CH2:7][CH3:8])=[O:5])=[C:2]([Cl:1])[N:12]=2)[CH2:16][CH2:17]1)=[O:22])([CH3:27])([CH3:25])[CH3:26], predict the reactants needed to synthesize it. The reactants are: [Cl:1][C:2]1[N:12]=[C:11](Cl)[C:10]([F:14])=[CH:9][C:3]=1[C:4]([O:6][CH2:7][CH3:8])=[O:5].[NH:15]1[CH2:20][CH2:19][CH:18]([C:21]([O:23][C:24]([CH3:27])([CH3:26])[CH3:25])=[O:22])[CH2:17][CH2:16]1.CCN(C(C)C)C(C)C.CCO.